Dataset: Forward reaction prediction with 1.9M reactions from USPTO patents (1976-2016). Task: Predict the product of the given reaction. (1) Given the reactants [N:1]1[C:10]2[C:5](=[CH:6][C:7](N)=[CH:8][CH:9]=2)[CH:4]=[CH:3][CH:2]=1.[CH2:12]=O.[BH3-][C:15]#[N:16].[Na+], predict the reaction product. The product is: [CH3:12][N:16]([CH3:15])[C:7]1[CH:6]=[C:5]2[C:10](=[CH:9][CH:8]=1)[N:1]=[CH:2][CH:3]=[CH:4]2. (2) Given the reactants C[O:2][C:3]([C:5]1[C@H:9]([CH2:10][Si:11]([CH3:19])([CH3:18])[C:12]2[CH:17]=[CH:16][CH:15]=[CH:14][CH:13]=2)[C@@H:8]([O:20][Si:21]([C:24]([CH3:27])([CH3:26])[CH3:25])([CH3:23])[CH3:22])[CH2:7][CH:6]=1)=O.[H-].C([Al+]CC(C)C)C(C)C, predict the reaction product. The product is: [CH3:27][C:24]([Si:21]([CH3:23])([CH3:22])[O:20][C@@H:8]1[C@@H:9]([CH2:10][Si:11]([CH3:19])([CH3:18])[C:12]2[CH:13]=[CH:14][CH:15]=[CH:16][CH:17]=2)[C:5]([CH2:3][OH:2])=[CH:6][CH2:7]1)([CH3:25])[CH3:26].